Task: Predict which catalyst facilitates the given reaction.. Dataset: Catalyst prediction with 721,799 reactions and 888 catalyst types from USPTO Reactant: [F:1][C:2]1[CH:7]=[CH:6][C:5]([C:8]2[CH:28]=[CH:27][C:11]3[N:12]=[C:13]([C:18]4[CH:19]=[C:20]([CH:24]=[CH:25][CH:26]=4)[C:21]([NH2:23])=[S:22])[CH2:14][C:15](=[O:17])[NH:16][C:10]=3[CH:9]=2)=[CH:4][CH:3]=1.Cl[CH2:30][C:31](=O)[CH3:32]. Product: [F:1][C:2]1[CH:3]=[CH:4][C:5]([C:8]2[CH:28]=[CH:27][C:11]3[N:12]=[C:13]([C:18]4[CH:26]=[CH:25][CH:24]=[C:20]([C:21]5[S:22][CH:30]=[C:31]([CH3:32])[N:23]=5)[CH:19]=4)[CH2:14][C:15](=[O:17])[NH:16][C:10]=3[CH:9]=2)=[CH:6][CH:7]=1. The catalyst class is: 8.